Dataset: Forward reaction prediction with 1.9M reactions from USPTO patents (1976-2016). Task: Predict the product of the given reaction. (1) The product is: [C:1]1([C:18]2[CH:23]=[C:22]([C:24]3[CH:29]=[CH:28][C:27]([C:30]([F:31])([F:32])[F:33])=[CH:26][N:25]=3)[N:21]3[N:34]=[CH:35][N:36]=[C:20]3[N:19]=2)[CH:6]=[CH:5][CH:4]=[CH:3][CH:2]=1. Given the reactants [C:1]1([Mg]Br)[CH:6]=[CH:5][CH:4]=[CH:3][CH:2]=1.O1CCCC1.CS([C:18]1[CH:23]=[C:22]([C:24]2[CH:29]=[CH:28][C:27]([C:30]([F:33])([F:32])[F:31])=[CH:26][N:25]=2)[N:21]2[N:34]=[CH:35][N:36]=[C:20]2[N:19]=1)(=O)=O, predict the reaction product. (2) Given the reactants [CH3:1][O-:2].[Na+].[CH3:4][O:5][C:6](=[O:33])[CH:7]([C:12]1[C:17]([CH3:18])=[CH:16][C:15](I)=[C:14]([CH:20]2[CH2:22][CH2:21]2)[C:13]=1[C:23]1[CH:24]=[C:25]2[C:30](=[CH:31][CH:32]=1)[O:29][CH2:28][CH2:27][CH2:26]2)[O:8][CH:9]1[CH2:11][CH2:10]1, predict the reaction product. The product is: [CH3:4][O:5][C:6](=[O:33])[CH:7]([C:12]1[C:17]([CH3:18])=[CH:16][C:15]([O:2][CH3:1])=[C:14]([CH:20]2[CH2:22][CH2:21]2)[C:13]=1[C:23]1[CH:24]=[C:25]2[C:30](=[CH:31][CH:32]=1)[O:29][CH2:28][CH2:27][CH2:26]2)[O:8][CH:9]1[CH2:11][CH2:10]1. (3) Given the reactants [CH3:1][CH2:2][N:3]([CH2:6][CH2:7][NH:8][C:9]([C:11]1[C:12]([CH3:29])=[C:13](/[CH:17]=[C:18]2/[C:19]3[CH:20]=[C:21]([F:28])[CH:22]=[CH:23][C:24]=3[NH:25][C:26]/2=[O:27])[NH:14][C:15]=1[CH3:16])=[O:10])[CH2:4][CH3:5].[C:30](O)(=O)[C:31]([OH:33])=[O:32].[CH3:36][OH:37], predict the reaction product. The product is: [CH3:1][CH2:2][N:3]([CH2:6][CH2:7][NH:8][C:9]([C:11]1[C:12]([CH3:29])=[C:13](/[CH:17]=[C:18]2/[C:19]3[CH:20]=[C:21]([F:28])[CH:22]=[CH:23][C:24]=3[NH:25][C:26]/2=[O:27])[NH:14][C:15]=1[CH3:16])=[O:10])[CH2:4][CH3:5].[C:31]([O-:33])(=[O:32])[CH2:30][C:36]([O-:10])=[O:37].